Predict the reactants needed to synthesize the given product. From a dataset of Full USPTO retrosynthesis dataset with 1.9M reactions from patents (1976-2016). (1) Given the product [NH:10]1[CH2:9][CH2:8][CH:7]([N:3]2[CH2:4][CH2:5][NH:6][C:2]2=[O:1])[CH2:12][CH2:11]1, predict the reactants needed to synthesize it. The reactants are: [O:1]=[C:2]1[NH:6][CH2:5][CH2:4][N:3]1[CH:7]1[CH2:12][CH2:11][N:10](C(OCC2C=CC=CC=2)=O)[CH2:9][CH2:8]1. (2) Given the product [CH2:30]([O:1][C:2]1[CH:3]=[C:4]([CH2:8][NH:9][C:10]([C:12]2[CH:13]=[C:14]3[C:19](=[CH:20][CH:21]=2)[N:18]=[CH:17][CH:16]=[CH:15]3)=[O:11])[CH:5]=[CH:6][CH:7]=1)[CH2:29][CH:28]=[CH2:27], predict the reactants needed to synthesize it. The reactants are: [OH:1][C:2]1[CH:3]=[C:4]([CH2:8][NH:9][C:10]([C:12]2[CH:13]=[C:14]3[C:19](=[CH:20][CH:21]=2)[N:18]=[CH:17][CH:16]=[CH:15]3)=[O:11])[CH:5]=[CH:6][CH:7]=1.[H-].[Na+].[I-].[K+].Br[CH2:27][CH2:28][CH:29]=[CH2:30].